Dataset: Full USPTO retrosynthesis dataset with 1.9M reactions from patents (1976-2016). Task: Predict the reactants needed to synthesize the given product. (1) The reactants are: [F:1][C:2]1[CH:7]=[CH:6][C:5]([N:8]([CH3:20])[S:9]([C:12]2[CH:17]=[CH:16][CH:15]=[CH:14][C:13]=2[CH2:18][OH:19])(=[O:11])=[O:10])=[CH:4][CH:3]=1. Given the product [F:1][C:2]1[CH:7]=[CH:6][C:5]([N:8]([CH3:20])[S:9]([C:12]2[CH:17]=[CH:16][CH:15]=[CH:14][C:13]=2[CH:18]=[O:19])(=[O:10])=[O:11])=[CH:4][CH:3]=1, predict the reactants needed to synthesize it. (2) Given the product [OH:16][C:8]1[CH:7]=[CH:6][C:5]([C@@H:3]([OH:4])[C@@H:2]([NH:1][CH2:23][C:22]2[CH:25]=[C:26]([O:30][CH3:31])[C:27]([O:28][CH3:29])=[C:20]([O:19][CH3:18])[CH:21]=2)[CH3:17])=[CH:10][C:9]=1[NH:11][S:12]([CH3:15])(=[O:14])=[O:13], predict the reactants needed to synthesize it. The reactants are: [NH2:1][C@@H:2]([CH3:17])[C@@H:3]([C:5]1[CH:6]=[CH:7][C:8]([OH:16])=[C:9]([NH:11][S:12]([CH3:15])(=[O:14])=[O:13])[CH:10]=1)[OH:4].[CH3:18][O:19][C:20]1[CH:21]=[C:22]([CH:25]=[C:26]([O:30][CH3:31])[C:27]=1[O:28][CH3:29])[CH:23]=O.O. (3) The reactants are: O=S(Cl)[Cl:3].[O:5]=[C:6]([C@H:8]([CH2:10][C:11]1[CH:18]=[C:16]([OH:17])[C:14]([OH:15])=[CH:13][CH:12]=1)[NH2:9])[OH:7].[CH3:19][CH2:20]O. Given the product [NH2:9][CH:8]([CH2:10][C:11]1[CH:12]=[CH:13][C:14]([OH:15])=[C:16]([OH:17])[CH:18]=1)[C:6]([O:7][CH2:19][CH3:20])=[O:5].[ClH:3], predict the reactants needed to synthesize it. (4) The reactants are: [F:1][C:2]1[CH:3]=[C:4]([C:9]2[CH2:13][CH:12]([CH2:14][N:15]3[CH:19]=[CH:18][N:17]=[N:16]3)[O:11][N:10]=2)[CH:5]=[CH:6][C:7]=1F.C(=O)([O-])[O-].[K+].[K+].[NH:26]1[CH2:31][CH2:30][S:29][CH2:28][CH2:27]1. Given the product [F:1][C:2]1[CH:3]=[C:4]([C:9]2[CH2:13][CH:12]([CH2:14][N:15]3[CH:19]=[CH:18][N:17]=[N:16]3)[O:11][N:10]=2)[CH:5]=[CH:6][C:7]=1[N:26]1[CH2:31][CH2:30][S:29][CH2:28][CH2:27]1, predict the reactants needed to synthesize it.